Predict the reaction yield, written as a fraction of the theoretical maximum amount of product (1.0 means a 100% yield; for example, 0.34 means a 34% yield). From a dataset of Reaction yield outcomes from USPTO patents with 853,638 reactions. (1) The reactants are [CH2:1]([N:8]1[CH2:12][CH:11]2[C:13](=[O:17])[NH:14][C:15](=[O:16])[CH:10]2[CH2:9]1)[C:2]1[CH:7]=[CH:6][CH:5]=[CH:4][CH:3]=1.C1(=O)[C@@H]2CNC[C@@H]2C(=O)N1.[H-].[H-].[H-].[H-].[Al+3].[Li+].[OH-].[Na+]. The catalyst is O1CCCC1.O. The product is [CH2:1]([N:8]1[CH2:12][CH:11]2[CH:13]([OH:17])[NH:14][C:15](=[O:16])[CH:10]2[CH2:9]1)[C:2]1[CH:7]=[CH:6][CH:5]=[CH:4][CH:3]=1. The yield is 0.550. (2) The product is [C:1]([C:4]1([C:10]2[CH:15]=[CH:14][CH:13]=[CH:12][CH:11]=2)[CH2:5][CH2:6][N:7]([CH2:18][CH2:19][CH2:20][NH2:21])[CH2:8][CH2:9]1)(=[O:3])[CH3:2]. The reactants are [C:1]([C:4]1([C:10]2[CH:15]=[CH:14][CH:13]=[CH:12][CH:11]=2)[CH2:9][CH2:8][NH:7][CH2:6][CH2:5]1)(=[O:3])[CH3:2].Br.Br[CH2:18][CH2:19][CH2:20][NH2:21].C(=O)([O-])[O-].[K+].[K+]. The yield is 0.400. The catalyst is O1CCOCC1. (3) The catalyst is [Cl-].[Na+].O. The product is [CH3:11][NH:12][C:2]1[CH:7]=[CH:6][C:5]([N+:8]([O-:10])=[O:9])=[CH:4][N:3]=1. The yield is 0.960. The reactants are Br[C:2]1[CH:7]=[CH:6][C:5]([N+:8]([O-:10])=[O:9])=[CH:4][N:3]=1.[CH3:11][NH2:12]. (4) The reactants are [CH3:1][N:2]([S:21]([C:24]1[S:25][CH:26]=[CH:27][CH:28]=1)(=[O:23])=[O:22])[C:3]1[CH:4]=[CH:5][CH:6]=[C:7]2[C:11]=1[NH:10][C:9]([C:12]1[S:13][CH:14]([CH2:17][C:18]([OH:20])=O)[CH2:15][N:16]=1)=[CH:8]2.N1(O)C2C=CC=CC=2N=N1.Cl.CN(C)CCCN=C=NCC.C(N(C(C)C)C(C)C)C.[NH:60]1[CH2:65][CH2:64][O:63][CH2:62][CH2:61]1. The catalyst is CN(C)C=O.O. The product is [CH3:1][N:2]([C:3]1[CH:4]=[CH:5][CH:6]=[C:7]2[C:11]=1[NH:10][C:9]([C:12]1[S:13][CH:14]([CH2:17][C:18]([N:60]3[CH2:65][CH2:64][O:63][CH2:62][CH2:61]3)=[O:20])[CH2:15][N:16]=1)=[CH:8]2)[S:21]([C:24]1[S:25][CH:26]=[CH:27][CH:28]=1)(=[O:22])=[O:23]. The yield is 0.570. (5) The reactants are CCN(C(C)C)C(C)C.[CH2:10]1[C:18]2[C:13](=[CH:14][C:15]([S:19]([C:22]3([C:27]4[CH:32]=[CH:31][C:30]([C:33]([F:42])([C:38]([F:41])([F:40])[F:39])[C:34]([F:37])([F:36])[F:35])=[CH:29][CH:28]=4)[CH2:26][CH2:25][NH:24][CH2:23]3)(=[O:21])=[O:20])=[CH:16][CH:17]=2)[CH2:12][CH2:11]1.[S:43]1(=[O:53])(=[O:52])[CH2:48][CH2:47][CH:46]([C:49](O)=[O:50])[CH2:45][CH2:44]1.CN(C(ON1N=NC2C=CC=NC1=2)=[N+](C)C)C.F[P-](F)(F)(F)(F)F. The catalyst is C1COCC1. The product is [CH2:10]1[C:18]2[C:13](=[CH:14][C:15]([S:19]([C:22]3([C:27]4[CH:28]=[CH:29][C:30]([C:33]([F:42])([C:34]([F:37])([F:36])[F:35])[C:38]([F:41])([F:39])[F:40])=[CH:31][CH:32]=4)[CH2:26][CH2:25][N:24]([C:49]([CH:46]4[CH2:47][CH2:48][S:43](=[O:53])(=[O:52])[CH2:44][CH2:45]4)=[O:50])[CH2:23]3)(=[O:20])=[O:21])=[CH:16][CH:17]=2)[CH2:12][CH2:11]1. The yield is 0.580. (6) The reactants are Br[C:2]1[CH:7]=[CH:6][CH:5]=[C:4]([CH:8]([F:10])[F:9])[CH:3]=1.[B:11]1([B:11]2[O:15][C:14]([CH3:17])([CH3:16])[C:13]([CH3:19])([CH3:18])[O:12]2)[O:15][C:14]([CH3:17])([CH3:16])[C:13]([CH3:19])([CH3:18])[O:12]1.CC([O-])=O.[K+].C(Cl)Cl. The catalyst is CN(C=O)C.C1C=CC(P(C2C=CC=CC=2)[C-]2C=CC=C2)=CC=1.C1C=CC(P(C2C=CC=CC=2)[C-]2C=CC=C2)=CC=1.Cl[Pd]Cl.[Fe+2].O. The product is [F:9][CH:8]([F:10])[C:4]1[CH:3]=[C:2]([B:11]2[O:15][C:14]([CH3:17])([CH3:16])[C:13]([CH3:19])([CH3:18])[O:12]2)[CH:7]=[CH:6][CH:5]=1. The yield is 0.740. (7) The reactants are [CH:1]1[C:10]2[C:5](=[CH:6][CH:7]=[CH:8][CH:9]=2)[CH:4]=[CH:3][C:2]=1[CH2:11][C:12]#[N:13].Br[CH:15]([CH3:17])[CH3:16].[OH-].[K+]. The catalyst is CS(C)=O.[I-].C([N+](CCCC)(CCCC)CCCC)CCC.[Cl-].[Na+].O. The product is [CH3:16][CH:15]([CH3:17])[CH:11]([C:2]1[CH:3]=[CH:4][C:5]2[C:10](=[CH:9][CH:8]=[CH:7][CH:6]=2)[CH:1]=1)[C:12]#[N:13]. The yield is 0.646.